Dataset: Forward reaction prediction with 1.9M reactions from USPTO patents (1976-2016). Task: Predict the product of the given reaction. (1) Given the reactants [Br:1][C:2]1[CH:3]=[CH:4][C:5]([N+:17]([O-])=O)=[C:6]([CH:16]=1)[NH:7][CH2:8][C:9]1[CH:10]=[N:11][CH:12]=[C:13]([F:15])[CH:14]=1.O.NN, predict the reaction product. The product is: [Br:1][C:2]1[CH:16]=[C:6]([NH:7][CH2:8][C:9]2[CH:10]=[N:11][CH:12]=[C:13]([F:15])[CH:14]=2)[C:5]([NH2:17])=[CH:4][CH:3]=1. (2) Given the reactants [Br:1][C:2]1[N:6]=[C:5](Br)[N:4]([CH3:8])[N:3]=1.C([Li])CCC.[CH:14](=[O:16])[CH3:15], predict the reaction product. The product is: [Br:1][C:2]1[N:6]=[C:5]([CH:14]([OH:16])[CH3:15])[N:4]([CH3:8])[N:3]=1. (3) Given the reactants [C:1]1(P([C:1]2[CH:6]=[CH:5][CH:4]=[CH:3][CH:2]=2)[C:1]2[CH:6]=[CH:5][CH:4]=[CH:3][CH:2]=2)[CH:6]=[CH:5][CH:4]=[CH:3][CH:2]=1.[OH:20][C@@H:21]1[CH2:26][C@H:25]([C:27]([O:29][CH3:30])=[O:28])[C@@H:24]([C:31]([N:33]2[CH2:38][CH2:37][N:36]([C:39]3[CH:44]=[CH:43][CH:42]=[CH:41][CH:40]=3)[CH2:35][CH2:34]2)=[O:32])[CH2:23][CH2:22]1.C1(O)C=CC=CC=1.N(C(OCC)=O)=NC(OCC)=O, predict the reaction product. The product is: [O:20]([C@H:21]1[CH2:26][C@H:25]([C:27]([O:29][CH3:30])=[O:28])[C@@H:24]([C:31]([N:33]2[CH2:34][CH2:35][N:36]([C:39]3[CH:44]=[CH:43][CH:42]=[CH:41][CH:40]=3)[CH2:37][CH2:38]2)=[O:32])[CH2:23][CH2:22]1)[C:1]1[CH:6]=[CH:5][CH:4]=[CH:3][CH:2]=1. (4) The product is: [F:54][C:55]([F:60])([F:59])[C:56]([OH:58])=[O:57].[CH3:53][C@@H:42]1[NH:41][CH2:46][CH2:45][N:44]([CH2:47][CH2:48][C:49]([F:52])([F:50])[F:51])[CH2:43]1. Given the reactants C(OC(N1CCNC[C@@H]1C)=O)(C)(C)C.FC(F)(F)CCI.C(N(CC)CC)C.C(=O)([O-])O.[Na+].C(OC([N:41]1[CH2:46][CH2:45][N:44]([CH2:47][CH2:48][C:49]([F:52])([F:51])[F:50])[CH2:43][C@@H:42]1[CH3:53])=O)(C)(C)C.[F:54][C:55]([F:60])([F:59])[C:56]([OH:58])=[O:57], predict the reaction product. (5) Given the reactants [C:1]1([C:7]2[N:8]([C:16]3[CH:21]=[CH:20][C:19](B(O)O)=[CH:18][CH:17]=3)[C:9]3[C:14]([CH:15]=2)=[CH:13][CH:12]=[CH:11][CH:10]=3)[CH:6]=[CH:5][CH:4]=[CH:3][CH:2]=1.Br[C:26]1[CH:31]=[CH:30][C:29]([N:32]2[C:44]3[CH:43]=[CH:42][CH:41]=[CH:40][C:39]=3[C:38]3[C:33]2=[CH:34][CH:35]=[CH:36][CH:37]=3)=[CH:28][CH:27]=1.C1(C)C=CC=CC=1.C(=O)([O-])[O-].[Na+].[Na+], predict the reaction product. The product is: [C:1]1([C:7]2[N:8]([C:16]3[CH:21]=[CH:20][C:19]([C:26]4[CH:31]=[CH:30][C:29]([N:32]5[C:33]6[CH:34]=[CH:35][CH:36]=[CH:37][C:38]=6[C:39]6[C:44]5=[CH:43][CH:42]=[CH:41][CH:40]=6)=[CH:28][CH:27]=4)=[CH:18][CH:17]=3)[C:9]3[C:14]([CH:15]=2)=[CH:13][CH:12]=[CH:11][CH:10]=3)[CH:6]=[CH:5][CH:4]=[CH:3][CH:2]=1. (6) Given the reactants Br[C:2]1[CH:7]=[CH:6][C:5]([C:8]2[N:17]=[C:16]([NH:18][C:19]3[NH:20][N:21]=[C:22]([CH3:24])[CH:23]=3)[C:15]3[C:10](=[CH:11][CH:12]=[CH:13][CH:14]=3)[N:9]=2)=[CH:4][CH:3]=1.C[Si]([C:29]#[CH:30])(C)C.C(N(CC)CC)C.CCCC[N+](CCCC)(CCCC)CCCC.[F-], predict the reaction product. The product is: [C:29]([C:2]1[CH:7]=[CH:6][C:5]([C:8]2[N:17]=[C:16]([NH:18][C:19]3[NH:20][N:21]=[C:22]([CH3:24])[CH:23]=3)[C:15]3[C:10](=[CH:11][CH:12]=[CH:13][CH:14]=3)[N:9]=2)=[CH:4][CH:3]=1)#[CH:30]. (7) The product is: [NH2:11]/[CH:10]=[C:9](\[N:3]([CH2:1][CH3:2])[C:4](=[O:8])[CH:5]([F:7])[F:6])/[C:13](=[O:12])[CH3:14]. Given the reactants [CH2:1]([N:3]([C:9]1[CH:10]=[N:11][O:12][C:13]=1[CH3:14])[C:4](=[O:8])[CH:5]([F:7])[F:6])[CH3:2], predict the reaction product. (8) Given the reactants C(OC([C:6]1C=C(C#N)C=C(C)[N:7]=1)=O)C.[CH3:15][N:16]1[CH:20]=[CH:19][C:18]([NH:21][C:22]([C:24]2[C:29]([CH3:30])=[C:28](Br)[CH:27]=[C:26]([CH3:32])[N:25]=2)=[O:23])=[N:17]1, predict the reaction product. The product is: [CH3:15][N:16]1[CH:20]=[CH:19][C:18]([NH:21][C:22]([C:24]2[C:29]([CH3:30])=[C:28]([C:6]#[N:7])[CH:27]=[C:26]([CH3:32])[N:25]=2)=[O:23])=[N:17]1. (9) Given the reactants P(=O)(O)(O)O.[Br:6][C:7]1[CH:12]=[CH:11][C:10]([O:13][CH2:14][CH:15](OCC)OCC)=[CH:9][CH:8]=1, predict the reaction product. The product is: [Br:6][C:7]1[CH:8]=[CH:9][C:10]2[O:13][CH:14]=[CH:15][C:11]=2[CH:12]=1. (10) The product is: [Cl:19][C:17]1[CH:18]=[C:13]2[C:12]([CH2:20][C:21]3[CH:22]=[CH:23][C:24]([NH:27][CH2:28][C:29]4[CH:30]=[N:31][CH:32]=[C:33]([F:35])[CH:34]=4)=[N:25][CH:26]=3)=[CH:11][NH:10][C:14]2=[N:15][CH:16]=1. Given the reactants C1(S([N:10]2[C:14]3=[N:15][CH:16]=[C:17]([Cl:19])[CH:18]=[C:13]3[C:12]([CH2:20][C:21]3[CH:22]=[CH:23][C:24]([NH:27][CH2:28][C:29]4[CH:30]=[N:31][CH:32]=[C:33]([F:35])[CH:34]=4)=[N:25][CH:26]=3)=[CH:11]2)(=O)=O)C=CC=CC=1.[F-].C([N+](CCCC)(CCCC)CCCC)CCC.O, predict the reaction product.